From a dataset of Catalyst prediction with 721,799 reactions and 888 catalyst types from USPTO. Predict which catalyst facilitates the given reaction. Product: [C:11]([C:9]1[S:8]/[C:7](=[N:15]\[C:22](=[O:23])[C:21]2[CH:25]=[C:17]([Cl:16])[CH:18]=[CH:19][C:20]=2[F:26])/[N:6]([CH2:2][CH2:3][CH2:4][CH3:5])[CH:10]=1)([CH3:14])([CH3:13])[CH3:12]. Reactant: I.[CH2:2]([N:6]1[CH:10]=[C:9]([C:11]([CH3:14])([CH3:13])[CH3:12])[S:8][C:7]1=[NH:15])[CH2:3][CH2:4][CH3:5].[Cl:16][C:17]1[CH:18]=[CH:19][C:20]([F:26])=[C:21]([CH:25]=1)[C:22](O)=[O:23].CCN=C=NCCCN(C)C.C1C=CC2N(O)N=NC=2C=1. The catalyst class is: 377.